This data is from Full USPTO retrosynthesis dataset with 1.9M reactions from patents (1976-2016). The task is: Predict the reactants needed to synthesize the given product. (1) Given the product [ClH:1].[Cl:1][C:2]1[CH:3]=[C:4]([NH:5][S:26]([C:24]2[S:25][C:21]3[CH:20]=[CH:19][N:18]=[C:17]([N:30]4[CH2:35][CH2:34][NH:33][CH2:32][CH2:31]4)[C:22]=3[CH:23]=2)(=[O:28])=[O:27])[CH:6]=[CH:7][C:8]=1[Cl:9], predict the reactants needed to synthesize it. The reactants are: [Cl:1][C:2]1[CH:3]=[C:4]([CH:6]=[CH:7][C:8]=1[Cl:9])[NH2:5].N1C=CC=CC=1.Cl[C:17]1[C:22]2[CH:23]=[C:24]([S:26](Cl)(=[O:28])=[O:27])[S:25][C:21]=2[CH:20]=[CH:19][N:18]=1.[NH:30]1[CH2:35][CH2:34][NH:33][CH2:32][CH2:31]1.C([O-])([O-])=O.[K+].[K+]. (2) The reactants are: C(OC(=O)[NH:10][C:11]12[CH2:20][CH:15]3[CH2:16][CH:17]([CH2:19][CH:13]([C:14]3=[S:21])[CH2:12]1)[CH2:18]2)C1C=CC=CC=1.Br. Given the product [NH2:10][C:11]12[CH2:20][CH:15]3[CH2:16][CH:17]([CH2:19][CH:13]([C:14]3=[S:21])[CH2:12]1)[CH2:18]2, predict the reactants needed to synthesize it. (3) Given the product [NH2:8][C:9]1[C:14]([C:15]([C:17]2[CH:22]=[CH:21][CH:20]=[CH:19][C:18]=2[O:23][CH3:24])=[O:16])=[CH:13][N:12]=[C:11]([NH:25][CH:26]2[CH2:31][CH2:30][N:29]([S:35]([CH2:32][CH2:33][CH3:34])(=[O:37])=[O:36])[CH2:28][CH2:27]2)[N:10]=1, predict the reactants needed to synthesize it. The reactants are: FC(F)(F)C(O)=O.[NH2:8][C:9]1[C:14]([C:15]([C:17]2[CH:22]=[CH:21][CH:20]=[CH:19][C:18]=2[O:23][CH3:24])=[O:16])=[CH:13][N:12]=[C:11]([NH:25][CH:26]2[CH2:31][CH2:30][NH:29][CH2:28][CH2:27]2)[N:10]=1.[CH2:32]([S:35](Cl)(=[O:37])=[O:36])[CH2:33][CH3:34]. (4) Given the product [C:1]([NH:5][C:6]([C:8]1[C:9]2[CH2:10][C@H:11]3[CH2:23][C@H:12]3[C:13]=2[N:14]([C:16]2[CH:21]=[C:20]([CH:24]3[CH2:26][CH2:25]3)[CH:19]=[CH:18][N:17]=2)[N:15]=1)=[O:7])([CH3:4])([CH3:3])[CH3:2], predict the reactants needed to synthesize it. The reactants are: [C:1]([NH:5][C:6]([C:8]1[C:9]2[CH2:10][C@H:11]3[CH2:23][C@H:12]3[C:13]=2[N:14]([C:16]2[CH:21]=[C:20](Br)[CH:19]=[CH:18][N:17]=2)[N:15]=1)=[O:7])([CH3:4])([CH3:3])[CH3:2].[CH:24]1(B(O)O)[CH2:26][CH2:25]1.P([O-])([O-])([O-])=O.[K+].[K+].[K+].C1(P(C2CCCCC2)C2CCCCC2)CCCCC1. (5) Given the product [CH3:10][C:8]1([CH3:11])[CH2:7][CH2:6][C:5]2=[C:19]([C:18]([OH:21])=[O:17])[S:20][CH:3]=[C:4]2[CH2:9]1, predict the reactants needed to synthesize it. The reactants are: [Na].Cl[CH:3]=[C:4]1[CH2:9][C:8]([CH3:11])([CH3:10])[CH2:7][CH2:6][C:5]1=O.[Li+].[OH-].C([O:17][C:18](=[O:21])[CH2:19][SH:20])C. (6) The reactants are: [NH2:1][C:2]1[C:7]([CH2:8][OH:9])=[CH:6][CH:5]=[CH:4][N:3]=1.[Br:10]Br. Given the product [BrH:10].[NH2:1][C:2]1[C:7]([CH2:8][OH:9])=[CH:6][C:5]([Br:10])=[CH:4][N:3]=1, predict the reactants needed to synthesize it.